Dataset: Catalyst prediction with 721,799 reactions and 888 catalyst types from USPTO. Task: Predict which catalyst facilitates the given reaction. (1) Reactant: C(OC(=O)[NH:7][C@H:8]([C@@H:10]1[CH2:14][CH2:13][N:12]([C:15]2[C:24]([O:25][CH:26]([F:28])[F:27])=[C:23]3[C:18]([C:19](=[O:33])[NH:20][C:21](=[O:32])[N:22]3[CH:29]3[CH2:31][CH2:30]3)=[CH:17][C:16]=2[F:34])[CH2:11]1)[CH3:9])(C)(C)C.C(OCC)C.[ClH:41]. Product: [ClH:41].[NH2:7][C@H:8]([C@@H:10]1[CH2:14][CH2:13][N:12]([C:15]2[C:24]([O:25][CH:26]([F:28])[F:27])=[C:23]3[C:18]([C:19](=[O:33])[NH:20][C:21](=[O:32])[N:22]3[CH:29]3[CH2:31][CH2:30]3)=[CH:17][C:16]=2[F:34])[CH2:11]1)[CH3:9]. The catalyst class is: 5. (2) Reactant: [CH2:1]([O:5][C:6]1[CH:11]=[CH:10][C:9]([O:12][CH3:13])=[C:8]([O:14][CH3:15])[CH:7]=1)[C:2]#[C:3]C.C([Li])CCC.[CH3:21][O:22][C:23]1[C:32]([CH:33]=[O:34])=[CH:31][C:30]([N+:35]([O-:37])=[O:36])=[C:29]2[C:24]=1[CH:25]=[CH:26][C:27]([CH3:39])([CH3:38])[O:28]2.CCOCC. Product: [CH3:15][O:14][C:8]1[CH:7]=[C:6]([O:5][CH2:1][C:2]#[C:3][C:33]([C:32]2[C:23]([O:22][CH3:21])=[C:24]3[C:29](=[C:30]([N+:35]([O-:37])=[O:36])[CH:31]=2)[O:28][C:27]([CH3:39])([CH3:38])[CH:26]=[CH:25]3)=[O:34])[CH:11]=[CH:10][C:9]=1[O:12][CH3:13]. The catalyst class is: 725. (3) Reactant: [C:1]([NH:4][CH2:5][CH2:6][O:7][C:8]1[C:29]([O:30][CH3:31])=[CH:28][C:11]2[C:12]3[N:17]([CH:18]([CH2:20][CH3:21])[CH2:19][C:10]=2[CH:9]=1)[CH:16]=[C:15]([C:22]([O:24]CC)=[O:23])[C:14](=[O:27])[CH:13]=3)(=[O:3])[CH3:2].CO.O[Li].O. Product: [C:1]([NH:4][CH2:5][CH2:6][O:7][C:8]1[C:29]([O:30][CH3:31])=[CH:28][C:11]2[C:12]3[N:17]([CH:18]([CH2:20][CH3:21])[CH2:19][C:10]=2[CH:9]=1)[CH:16]=[C:15]([C:22]([OH:24])=[O:23])[C:14](=[O:27])[CH:13]=3)(=[O:3])[CH3:2]. The catalyst class is: 6. (4) Reactant: [CH:1]1([CH2:4][S:5][C:6]2[N:10]([CH3:11])[CH:9]=[N:8][N:7]=2)[CH2:3][CH2:2]1.[CH3:12][C:13]([CH3:18])([CH3:17])[CH2:14][CH:15]=[O:16].[C:19](O[C:19]([O:21][C:22]([CH3:25])([CH3:24])[CH3:23])=[O:20])([O:21][C:22]([CH3:25])([CH3:24])[CH3:23])=[O:20]. Product: [C:19](=[O:20])([O:16][CH:15]([C:9]1[N:10]([CH3:11])[C:6]([S:5][CH2:4][CH:1]2[CH2:2][CH2:3]2)=[N:7][N:8]=1)[CH2:14][C:13]([CH3:18])([CH3:17])[CH3:12])[O:21][C:22]([CH3:25])([CH3:24])[CH3:23]. The catalyst class is: 599. (5) Reactant: [CH2:1]([C:5]([CH3:19])([CH2:11][C:12]1[CH:17]=[CH:16][C:15]([OH:18])=[CH:14][CH:13]=1)[C:6]([O:8][CH2:9][CH3:10])=[O:7])[CH2:2][CH2:3][CH3:4].Br[CH2:21][CH2:22][O:23][CH:24]1[CH2:29][CH2:28][CH2:27][CH2:26][O:25]1.C(=O)([O-])[O-].[K+].[K+]. Product: [CH2:1]([C:5]([CH3:19])([CH2:11][C:12]1[CH:13]=[CH:14][C:15]([O:18][CH2:21][CH2:22][O:23][CH:24]2[CH2:29][CH2:28][CH2:27][CH2:26][O:25]2)=[CH:16][CH:17]=1)[C:6]([O:8][CH2:9][CH3:10])=[O:7])[CH2:2][CH2:3][CH3:4]. The catalyst class is: 44.